This data is from Forward reaction prediction with 1.9M reactions from USPTO patents (1976-2016). The task is: Predict the product of the given reaction. (1) Given the reactants [CH3:1][Si:2]([CH3:7])([CH3:6])[C:3]#[C:4][CH3:5].[Li]CCCC.CCCCCC.[Cl:19][C:20]1[C:25]2[N:26]([CH3:31])[C:27]([CH2:29]Cl)=[N:28][C:24]=2[CH:23]=[CH:22][CH:21]=1, predict the reaction product. The product is: [Cl:19][C:20]1[C:25]2[N:26]([CH3:31])[C:27]([CH2:29][CH2:5][C:4]#[C:3][Si:2]([CH3:7])([CH3:6])[CH3:1])=[N:28][C:24]=2[CH:23]=[CH:22][CH:21]=1. (2) Given the reactants [F:1][C:2]1[CH:52]=[CH:51][CH:50]=[C:49]([F:53])[C:3]=1[C:4]([NH:6][C:7]1[CH:12]=[CH:11][CH:10]=[C:9]([C:13]2[C:21]([C:22]3[CH:27]=[CH:26][N:25]=[C:24]([NH:28][C:29]4[CH:34]=[CH:33][CH:32]=[C:31]([CH2:35][N:36]([CH2:43][CH2:44][S:45]([CH3:48])(=[O:47])=[O:46])C(=O)C(F)(F)F)[CH:30]=4)[N:23]=3)=[C:16]3[CH:17]=[CH:18][CH:19]=[CH:20][N:15]3[N:14]=2)[CH:8]=1)=[O:5].O[Li].O, predict the reaction product. The product is: [F:53][C:49]1[CH:50]=[CH:51][CH:52]=[C:2]([F:1])[C:3]=1[C:4]([NH:6][C:7]1[CH:12]=[CH:11][CH:10]=[C:9]([C:13]2[C:21]([C:22]3[CH:27]=[CH:26][N:25]=[C:24]([NH:28][C:29]4[CH:34]=[CH:33][CH:32]=[C:31]([CH2:35][NH:36][CH2:43][CH2:44][S:45]([CH3:48])(=[O:47])=[O:46])[CH:30]=4)[N:23]=3)=[C:16]3[CH:17]=[CH:18][CH:19]=[CH:20][N:15]3[N:14]=2)[CH:8]=1)=[O:5].